From a dataset of Full USPTO retrosynthesis dataset with 1.9M reactions from patents (1976-2016). Predict the reactants needed to synthesize the given product. (1) Given the product [OH:21][C:22]1[CH:27]=[CH:26][C:25]([C:13]2[CH:14]=[CH:15][C:10]([N:8]3[CH:9]=[C:5]([NH:4][C:2]([NH2:1])=[O:3])[C:6]([C:18]([NH2:20])=[O:19])=[N:7]3)=[CH:11][C:12]=2[CH3:17])=[C:24]([CH3:31])[CH:23]=1, predict the reactants needed to synthesize it. The reactants are: [NH2:1][C:2]([NH:4][C:5]1[C:6]([C:18]([NH2:20])=[O:19])=[N:7][N:8]([C:10]2[CH:15]=[CH:14][C:13](I)=[C:12]([CH3:17])[CH:11]=2)[CH:9]=1)=[O:3].[OH:21][C:22]1[CH:27]=[CH:26][C:25](B(O)O)=[C:24]([CH3:31])[CH:23]=1.C(=O)([O-])[O-].[Cs+].[Cs+]. (2) Given the product [Br:12][C:5]1[C:6]([CH3:11])=[C:7]([NH2:8])[C:2]([NH2:1])=[N:3][CH:4]=1, predict the reactants needed to synthesize it. The reactants are: [NH2:1][C:2]1[C:7]([N+:8]([O-])=O)=[C:6]([CH3:11])[C:5]([Br:12])=[CH:4][N:3]=1. (3) The reactants are: [C:1]([C:4]12[CH2:11][CH2:10][C:7]([NH:12][CH2:13][C:14]([N:16]3[CH2:20][C@@H:19]([F:21])[CH2:18][C@H:17]3[C:22]#[N:23])=[O:15])([CH2:8][CH2:9]1)[CH2:6][CH2:5]2)(O)=[O:2].[NH2:24][C:25]1[CH:33]=[CH:32][C:28]([C:29]([NH2:31])=[O:30])=[CH:27][CH:26]=1. Given the product [C:29]([C:28]1[CH:32]=[CH:33][C:25]([NH:24][C:1]([C:4]23[CH2:9][CH2:8][C:7]([NH:12][CH2:13][C:14]([N:16]4[CH2:20][C@@H:19]([F:21])[CH2:18][C@H:17]4[C:22]#[N:23])=[O:15])([CH2:10][CH2:11]2)[CH2:6][CH2:5]3)=[O:2])=[CH:26][CH:27]=1)(=[O:30])[NH2:31], predict the reactants needed to synthesize it. (4) The reactants are: [Cl:1][C:2]1[C:3]([CH3:29])=[C:4]([NH:10][C@H:11]([C@H:26]([OH:28])[CH3:27])[C:12]([NH:14][NH:15][C:16](=[O:25])[C:17]2[CH:22]=[CH:21][C:20]([F:23])=[C:19]([F:24])[CH:18]=2)=O)[CH:5]=[CH:6][C:7]=1[C:8]#[N:9].CCN(P1(N(C)CCCN1C)=NC(C)(C)C)CC. Given the product [Cl:1][C:2]1[C:3]([CH3:29])=[C:4]([NH:10][C@@H:11]([C:12]2[O:25][C:16]([C:17]3[CH:22]=[CH:21][C:20]([F:23])=[C:19]([F:24])[CH:18]=3)=[N:15][N:14]=2)[C@H:26]([OH:28])[CH3:27])[CH:5]=[CH:6][C:7]=1[C:8]#[N:9], predict the reactants needed to synthesize it.